Task: Regression. Given a peptide amino acid sequence and an MHC pseudo amino acid sequence, predict their binding affinity value. This is MHC class I binding data.. Dataset: Peptide-MHC class I binding affinity with 185,985 pairs from IEDB/IMGT (1) The peptide sequence is LLLLALPQR. The MHC is Patr-A0101 with pseudo-sequence Patr-A0101. The binding affinity (normalized) is 0.384. (2) The peptide sequence is LLTACTIFYI. The MHC is HLA-A11:01 with pseudo-sequence HLA-A11:01. The binding affinity (normalized) is 0.0904.